Predict the reaction yield, written as a fraction of the theoretical maximum amount of product (1.0 means a 100% yield; for example, 0.34 means a 34% yield). From a dataset of Reaction yield outcomes from USPTO patents with 853,638 reactions. (1) The reactants are [NH2:1][C:2]1[CH:3]=[C:4]([CH2:8][OH:9])[CH:5]=[CH:6][CH:7]=1.[CH3:10][C:11]([O:14][C:15](O[C:15]([O:14][C:11]([CH3:13])([CH3:12])[CH3:10])=[O:16])=[O:16])([CH3:13])[CH3:12].[OH-].[Na+]. The catalyst is C1COCC1. The product is [OH:9][CH2:8][C:4]1[CH:3]=[C:2]([NH:1][C:15](=[O:16])[O:14][C:11]([CH3:13])([CH3:12])[CH3:10])[CH:7]=[CH:6][CH:5]=1. The yield is 0.810. (2) The reactants are Br[C:2]1[CH:3]=[C:4]2[C:9](=[CH:10][CH:11]=1)[CH:8]=[N:7][CH:6]=[C:5]2[Cl:12].[CH3:13][CH:14]1[NH:18][C:17](=[O:19])[CH2:16][CH2:15]1.P([O-])([O-])([O-])=O.[K+].[K+].[K+]. The catalyst is C1(P(C2C=CC=CC=2)C2C3OC4C(=CC=CC=4P(C4C=CC=CC=4)C4C=CC=CC=4)C(C)(C)C=3C=CC=2)C=CC=CC=1.C1(C)C=CC=CC=1. The product is [Cl:12][C:5]1[C:4]2[C:9](=[CH:10][CH:11]=[C:2]([N:18]3[CH:14]([CH3:13])[CH2:15][CH2:16][C:17]3=[O:19])[CH:3]=2)[CH:8]=[N:7][CH:6]=1. The yield is 0.730. (3) The reactants are [Cl:1][C:2]1[CH:3]=[C:4]([CH2:10][NH:11][C:12]2[C:21]3[C:16](=[CH:17][CH:18]=[C:19]([C:22]#[N:23])[CH:20]=3)[N:15]=[CH:14][C:13]=2[C:24]([OH:26])=[O:25])[CH:5]=[CH:6][C:7]=1[O:8][CH3:9].[F:27][C:28]1[C:33](O)=[C:32]([F:35])[C:31]([F:36])=[C:30]([F:37])[C:29]=1[F:38].C1(N=C=NC2CCCCC2)CCCCC1. The catalyst is CN(C=O)C.C(OCC)(=O)C. The product is [F:27][C:28]1[C:33]([O:25][C:24]([C:13]2[CH:14]=[N:15][C:16]3[C:21]([C:12]=2[NH:11][CH2:10][C:4]2[CH:5]=[CH:6][C:7]([O:8][CH3:9])=[C:2]([Cl:1])[CH:3]=2)=[CH:20][C:19]([C:22]#[N:23])=[CH:18][CH:17]=3)=[O:26])=[C:32]([F:35])[C:31]([F:36])=[C:30]([F:37])[C:29]=1[F:38]. The yield is 0.410. (4) The reactants are [CH3:1][N:2]=[C:3]=[O:4].[NH2:5][CH2:6][C@@H:7]([CH3:35])[O:8][C:9]1[CH:18]=[CH:17][CH:16]=[C:15]2[C:10]=1[C:11]([NH:19][C:20]1[CH:25]=[CH:24][C:23]([O:26][CH2:27][C:28]3[CH:33]=[CH:32][CH:31]=[CH:30][N:29]=3)=[C:22]([Cl:34])[CH:21]=1)=[N:12][CH:13]=[N:14]2. No catalyst specified. The product is [Cl:34][C:22]1[CH:21]=[C:20]([NH:19][C:11]2[C:10]3[C:15](=[CH:16][CH:17]=[CH:18][C:9]=3[O:8][C@H:7]([CH3:35])[CH2:6][NH:5][C:3]([NH:2][CH3:1])=[O:4])[N:14]=[CH:13][N:12]=2)[CH:25]=[CH:24][C:23]=1[O:26][CH2:27][C:28]1[CH:33]=[CH:32][CH:31]=[CH:30][N:29]=1. The yield is 0.430. (5) The reactants are [O:1]=[S:2]1(=[O:15])[CH2:7][CH2:6][CH:5]([C:8]2[CH:13]=[CH:12][C:11]([NH2:14])=[CH:10][CH:9]=2)[CH2:4][CH2:3]1.[Br:16]N1C(=O)CCC1=O.CCOC(C)=O. The catalyst is C(Cl)Cl.CO.C(Cl)Cl. The product is [Br:16][C:12]1[CH:13]=[C:8]([CH:5]2[CH2:6][CH2:7][S:2](=[O:15])(=[O:1])[CH2:3][CH2:4]2)[CH:9]=[CH:10][C:11]=1[NH2:14]. The yield is 0.660. (6) The reactants are [Br:1][C:2]1[CH:3]=[CH:4][C:5]([O:20]C)=[C:6]([S:8]([NH:11][C:12]2[CH:17]=[C:16]([Cl:18])[CH:15]=[C:14]([Cl:19])[CH:13]=2)(=[O:10])=[O:9])[CH:7]=1.[I-].[Li+].N1C(C)=CC(C)=CC=1C.Cl. No catalyst specified. The product is [Br:1][C:2]1[CH:3]=[CH:4][C:5]([OH:20])=[C:6]([S:8]([NH:11][C:12]2[CH:17]=[C:16]([Cl:18])[CH:15]=[C:14]([Cl:19])[CH:13]=2)(=[O:10])=[O:9])[CH:7]=1. The yield is 0.453.